From a dataset of Full USPTO retrosynthesis dataset with 1.9M reactions from patents (1976-2016). Predict the reactants needed to synthesize the given product. (1) Given the product [F:7][C:8]1[C:13]([O:14][CH3:15])=[CH:12][C:11]([O:16][CH3:17])=[C:10]([F:18])[C:9]=1[N:19]1[C:28](=[O:29])[C:27]2([CH2:31][CH2:30]2)[C:26]2[C:21](=[CH:22][N:23]=[C:24]([C:32]3[C:33]([C:37]#[N:38])=[CH:34][N:35]([CH2:40][CH:41]4[CH2:46][CH2:45][O:44][CH2:43][CH2:42]4)[N:36]=3)[CH:25]=2)[CH2:20]1, predict the reactants needed to synthesize it. The reactants are: C(=O)([O-])[O-].[Cs+].[Cs+].[F:7][C:8]1[C:13]([O:14][CH3:15])=[CH:12][C:11]([O:16][CH3:17])=[C:10]([F:18])[C:9]=1[N:19]1[C:28](=[O:29])[C:27]2([CH2:31][CH2:30]2)[C:26]2[C:21](=[CH:22][N:23]=[C:24]([C:32]3[NH:36][N:35]=[CH:34][C:33]=3[C:37]#[N:38])[CH:25]=2)[CH2:20]1.Br[CH2:40][CH:41]1[CH2:46][CH2:45][O:44][CH2:43][CH2:42]1. (2) Given the product [C:1]([C:5]1[C:6]([OH:16])=[C:7]([C:11]([CH3:15])=[C:12]([S:28]([CH2:21][C:22]2[CH:27]=[CH:26][CH:25]=[CH:24][CH:23]=2)=[O:19])[CH:13]=1)[C:8]([OH:10])=[O:9])([CH3:4])([CH3:3])[CH3:2], predict the reactants needed to synthesize it. The reactants are: [C:1]([C:5]1[C:6]([OH:16])=[C:7]([C:11]([CH3:15])=[C:12](I)[CH:13]=1)[C:8]([OH:10])=[O:9])([CH3:4])([CH3:3])[CH3:2].C(O)C[OH:19].[CH2:21]([SH:28])[C:22]1[CH:27]=[CH:26][CH:25]=[CH:24][CH:23]=1.C(=O)([O-])[O-].[K+].[K+]. (3) Given the product [ClH:24].[NH:8]1[CH2:11][CH:10]([C:12]2[C:17]([N:18]3[CH2:22][CH2:21][CH:20]([CH3:23])[CH2:19]3)=[N:16][CH:15]=[CH:14][N:13]=2)[CH2:9]1, predict the reactants needed to synthesize it. The reactants are: C(OC([N:8]1[CH2:11][CH:10]([C:12]2[C:17]([N:18]3[CH2:22][CH2:21][CH:20]([CH3:23])[CH2:19]3)=[N:16][CH:15]=[CH:14][N:13]=2)[CH2:9]1)=O)(C)(C)C.[ClH:24].CO.